From a dataset of Reaction yield outcomes from USPTO patents with 853,638 reactions. Predict the reaction yield, written as a fraction of the theoretical maximum amount of product (1.0 means a 100% yield; for example, 0.34 means a 34% yield). (1) The reactants are I[C:2]1[CH:3]=[C:4]([CH3:8])[CH:5]=C[CH:7]=1.C([Mg]Cl)(C)C.[O:14]=[C:15]1[C:19]2([CH2:24][CH2:23][N:22]([C:25]3([C:31]#N)[CH2:30][CH2:29][CH2:28][CH2:27][CH2:26]3)[CH2:21][CH2:20]2)[CH:18]([C:33]2[CH:38]=[CH:37][CH:36]=[CH:35][CH:34]=2)[CH2:17][NH:16]1. The catalyst is C1COCC1. The product is [C:33]1([CH:18]2[C:19]3([CH2:24][CH2:23][N:22]([C:25]4([C:31]5[CH:5]=[C:4]([CH3:8])[CH:3]=[CH:2][CH:7]=5)[CH2:26][CH2:27][CH2:28][CH2:29][CH2:30]4)[CH2:21][CH2:20]3)[C:15](=[O:14])[NH:16][CH2:17]2)[CH:34]=[CH:35][CH:36]=[CH:37][CH:38]=1. The yield is 0.710. (2) The reactants are [Cl:1][C:2]1[CH:7]=[C:6]([Cl:8])[CH:5]=[CH:4][C:3]=1[C:9]1[N:10]=[C:11]([CH:16]=O)[N:12]([CH2:14][CH3:15])[CH:13]=1.[N:18]1[C:22]2[CH:23]=[CH:24][CH:25]=[CH:26][C:21]=2[NH:20]C=1.I[CH2:28][CH3:29].C1([OH:36])C=CC=CC=1.C([O:39][C:40](=[O:47])[CH2:41][CH2:42][CH2:43][CH2:44][CH2:45]Br)C. No catalyst specified. The product is [Cl:1][C:2]1[CH:7]=[C:6]([Cl:8])[CH:5]=[CH:4][C:3]=1[C:9]1[N:10]=[C:11]([C:16]2[N:20]([CH2:28][CH3:29])[C:21]3[CH:26]=[C:25]([O:36][CH2:45][CH2:44][CH2:43][CH2:42][CH2:41][C:40]([OH:39])=[O:47])[CH:24]=[CH:23][C:22]=3[N:18]=2)[N:12]([CH2:14][CH3:15])[CH:13]=1. The yield is 0.0430. (3) The reactants are [O:1]=[C:2]1[CH2:6][N:5](C(OC(C)(C)C)=O)[C@H:4]([C:14]([O:16][CH2:17][C:18]2[CH:23]=[CH:22][CH:21]=[CH:20][CH:19]=2)=[O:15])[CH2:3]1.[ClH:24]. The catalyst is O1CCCC1.O1CCOCC1. The product is [ClH:24].[O:1]=[C:2]1[CH2:6][NH:5][C@H:4]([C:14]([O:16][CH2:17][C:18]2[CH:23]=[CH:22][CH:21]=[CH:20][CH:19]=2)=[O:15])[CH2:3]1. The yield is 1.00. (4) The reactants are [CH3:1][C@@H:2]1[CH2:6][CH2:5][C:4](=O)[CH:3]1[C:8]([O:10]CC)=O.[NH2:13][C:14]([NH2:16])=[S:15].[OH-].[K+]. The catalyst is C(O)C.O. The product is [SH:15][C:14]1[N:13]=[C:8]([OH:10])[C:3]2[C@H:2]([CH3:1])[CH2:6][CH2:5][C:4]=2[N:16]=1. The yield is 0.560. (5) The product is [N:19]1([CH2:24][CH2:25][NH:26][C:27]([C:29]2[C:33]([C:34]3[CH:35]=[CH:36][CH:37]=[CH:38][CH:39]=3)=[C:32]([CH:40]=[C:13]3[C:12]4[C:16](=[CH:17][C:9]([C:4]5[CH:5]=[CH:6][CH:7]=[CH:8][C:3]=5[O:2][CH3:1])=[CH:10][CH:11]=4)[NH:15][C:14]3=[O:18])[NH:31][C:30]=2[CH3:42])=[O:28])[CH2:20][CH2:21][CH2:22][CH2:23]1. No catalyst specified. The reactants are [CH3:1][O:2][C:3]1[CH:8]=[CH:7][CH:6]=[CH:5][C:4]=1[C:9]1[CH:17]=[C:16]2[C:12]([CH2:13][C:14](=[O:18])[NH:15]2)=[CH:11][CH:10]=1.[N:19]1([CH2:24][CH2:25][NH:26][C:27]([C:29]2[C:33]([C:34]3[CH:39]=[CH:38][CH:37]=[CH:36][CH:35]=3)=[C:32]([CH:40]=O)[NH:31][C:30]=2[CH3:42])=[O:28])[CH2:23][CH2:22][CH2:21][CH2:20]1. The yield is 0.350. (6) The reactants are FC1C=C([C:12]2[N:17]=[C:16]3[N:18]([CH2:21][C:22]4[CH:23]=[C:24]5[C:29](=[CH:30][CH:31]=4)[N:28]=[CH:27][CH:26]=[CH:25]5)[N:19]=[N:20][C:15]3=[CH:14][CH:13]=2)C=CC=1C(NC)=O.[NH2:32][C:33]1[CH:38]=[CH:37][CH:36]=[CH:35][CH:34]=1.CC(C)([O-])C.[Na+].C1(P(C2C=CC=CC=2)C2C=CC=CC=2)C=CC=CC=1. The catalyst is CC1C=CC=CC=1C.C([O-])(=O)C.[Pd+2].C([O-])(=O)C. The product is [C:33]1([NH:32][C:12]2[N:17]=[C:16]3[N:18]([CH2:21][C:22]4[CH:23]=[C:24]5[C:29](=[CH:30][CH:31]=4)[N:28]=[CH:27][CH:26]=[CH:25]5)[N:19]=[N:20][C:15]3=[CH:14][CH:13]=2)[CH:38]=[CH:37][CH:36]=[CH:35][CH:34]=1. The yield is 0.250. (7) The reactants are [BH4-].[Li+].C([C@@H]1COC(=O)N1[C:16](=[O:41])[C@H:17]([CH3:40])[C@@H:18]([O:32][Si:33]([C:36]([CH3:39])([CH3:38])[CH3:37])([CH3:35])[CH3:34])[CH2:19][CH2:20][CH2:21][O:22][CH2:23][C:24]1[CH:29]=[CH:28][C:27]([O:30][CH3:31])=[CH:26][CH:25]=1)C1C=CC=CC=1.CO. The catalyst is C1COCC1. The product is [Si:33]([O:32][C@@H:18]([CH2:19][CH2:20][CH2:21][O:22][CH2:23][C:24]1[CH:25]=[CH:26][C:27]([O:30][CH3:31])=[CH:28][CH:29]=1)[C@@H:17]([CH3:40])[CH2:16][OH:41])([C:36]([CH3:38])([CH3:39])[CH3:37])([CH3:34])[CH3:35]. The yield is 0.780. (8) The reactants are [I:1][C:2]1[C:10]2[C:5](=[N:6][CH:7]=[C:8]([C:11]3[CH:12]=[C:13]([CH:17]=[CH:18][CH:19]=3)[C:14]([OH:16])=O)[CH:9]=2)[N:4]([CH2:20][O:21][CH2:22][CH2:23][Si:24]([CH3:27])([CH3:26])[CH3:25])[N:3]=1.[CH3:28][N:29]([CH3:38])[CH2:30][CH2:31][N:32]1[CH2:37][CH2:36][NH:35][CH2:34][CH2:33]1.F[P-](F)(F)(F)(F)F.N1(OC(N(C)C)=[N+](C)C)C2N=CC=CC=2N=N1.C(N(CC)CC)C. The catalyst is CN(C=O)C.O. The product is [CH3:28][N:29]([CH3:38])[CH2:30][CH2:31][N:32]1[CH2:37][CH2:36][N:35]([C:14]([C:13]2[CH:17]=[CH:18][CH:19]=[C:11]([C:8]3[CH:9]=[C:10]4[C:2]([I:1])=[N:3][N:4]([CH2:20][O:21][CH2:22][CH2:23][Si:24]([CH3:27])([CH3:25])[CH3:26])[C:5]4=[N:6][CH:7]=3)[CH:12]=2)=[O:16])[CH2:34][CH2:33]1. The yield is 0.430. (9) The reactants are [C:1]([O:5][C:6]([N:8]1[CH2:13][CH2:12][N:11]([C:14]2C(=O)N(CC(C)C)N=C(C3C=CC(C)=C(F)C=3)C=2C)[CH2:10][CH2:9]1)=[O:7])([CH3:4])([CH3:3])[CH3:2].[CH:34]1([CH2:39][N:40]2[C:45](=[O:46])[C:44](COS(C)(=O)=O)=[CH:43][C:42]([C:53]3[CH:58]=[CH:57][C:56]([O:59][CH3:60])=[C:55]([F:61])[CH:54]=3)=[N:41]2)[CH2:38][CH2:37][CH2:36][CH2:35]1.N1(C(OC(C)(C)C)=O)CCNCC1. No catalyst specified. The product is [C:1]([O:5][C:6]([N:8]1[CH2:13][CH2:12][N:11]([CH2:14][C:44]2[C:45](=[O:46])[N:40]([CH2:39][CH:34]3[CH2:35][CH2:36][CH2:37][CH2:38]3)[N:41]=[C:42]([C:53]3[CH:58]=[CH:57][C:56]([O:59][CH3:60])=[C:55]([F:61])[CH:54]=3)[CH:43]=2)[CH2:10][CH2:9]1)=[O:7])([CH3:4])([CH3:3])[CH3:2]. The yield is 0.788.